From a dataset of Forward reaction prediction with 1.9M reactions from USPTO patents (1976-2016). Predict the product of the given reaction. (1) Given the reactants [CH2:1]([O:8][C:9](=[O:25])[N:10]([CH2:13][C:14]1[CH:19]=[C:18]([C:20]([F:23])([F:22])[F:21])[CH:17]=[CH:16][C:15]=1Br)[CH2:11][CH3:12])[C:2]1[CH:7]=[CH:6][CH:5]=[CH:4][CH:3]=1.[B:26]1([B:26]2[O:30][C:29]([CH3:32])([CH3:31])[C:28]([CH3:34])([CH3:33])[O:27]2)[O:30][C:29]([CH3:32])([CH3:31])[C:28]([CH3:34])([CH3:33])[O:27]1, predict the reaction product. The product is: [CH2:1]([O:8][C:9](=[O:25])[N:10]([CH2:11][CH3:12])[CH2:13][C:14]1[CH:19]=[C:18]([C:20]([F:23])([F:22])[F:21])[CH:17]=[CH:16][C:15]=1[B:26]1[O:30][C:29]([CH3:32])([CH3:31])[C:28]([CH3:34])([CH3:33])[O:27]1)[C:2]1[CH:7]=[CH:6][CH:5]=[CH:4][CH:3]=1. (2) Given the reactants [CH3:1][O:2][C:3]1[CH:43]=[CH:42][C:6]([CH2:7][N:8]2[C:12]3=[N:13][CH:14]=[CH:15][C:16]([O:17][C:18]4[CH:23]=[CH:22][C:21]([N:24]([C:33]5[CH:38]=[CH:37][C:36]([F:39])=[CH:35][CH:34]=5)[C:25]([C:27]5([C:30]([NH2:32])=[O:31])[CH2:29][CH2:28]5)=[O:26])=[CH:20][C:19]=4[F:40])=[C:11]3[C:10](I)=[N:9]2)=[CH:5][CH:4]=1.[CH3:44][N:45]1[CH2:50][CH2:49][N:48]([CH2:51][C:52]#[CH:53])[CH2:47][CH2:46]1.C(N(CC)CC)C, predict the reaction product. The product is: [CH3:1][O:2][C:3]1[CH:43]=[CH:42][C:6]([CH2:7][N:8]2[C:12]3=[N:13][CH:14]=[CH:15][C:16]([O:17][C:18]4[CH:23]=[CH:22][C:21]([N:24]([C:33]5[CH:38]=[CH:37][C:36]([F:39])=[CH:35][CH:34]=5)[C:25]([C:27]5([C:30]([NH2:32])=[O:31])[CH2:29][CH2:28]5)=[O:26])=[CH:20][C:19]=4[F:40])=[C:11]3[C:10]([C:53]#[C:52][CH2:51][N:48]3[CH2:49][CH2:50][N:45]([CH3:44])[CH2:46][CH2:47]3)=[N:9]2)=[CH:5][CH:4]=1. (3) Given the reactants [S:1]1[C:5]([NH:6][C:7]2[CH:12]=[C:11](Cl)[N:10]=[C:9]([S:14][C:15]3[CH:20]=[CH:19][C:18]([NH:21][C:22](=[O:30])[C:23]4[CH:28]=[CH:27][CH:26]=[CH:25][C:24]=4[Cl:29])=[CH:17][CH:16]=3)[N:8]=2)=[N:4][CH:3]=[N:2]1.[NH:31]1[CH2:34][CH2:33][CH2:32]1.CCN(C(C)C)C(C)C, predict the reaction product. The product is: [S:1]1[C:5]([NH:6][C:7]2[CH:12]=[C:11]([N:31]3[CH2:34][CH2:33][CH2:32]3)[N:10]=[C:9]([S:14][C:15]3[CH:20]=[CH:19][C:18]([NH:21][C:22](=[O:30])[C:23]4[CH:28]=[CH:27][CH:26]=[CH:25][C:24]=4[Cl:29])=[CH:17][CH:16]=3)[N:8]=2)=[N:4][CH:3]=[N:2]1. (4) Given the reactants O=[C:2]1[O:7][CH:6]=[C:5]([C:8]([O-:10])=[O:9])[CH:4]=[CH:3]1.[CH:11]1([NH2:17])[CH2:16][CH2:15][CH2:14][CH2:13][CH2:12]1.[CH3:18]O, predict the reaction product. The product is: [CH:11]1([N:17]2[C:2](=[O:7])[CH:3]=[CH:4][C:5]([C:8]([O:10][CH3:18])=[O:9])=[CH:6]2)[CH2:16][CH2:15][CH2:14][CH2:13][CH2:12]1. (5) Given the reactants [C:1]([C:3]1([NH:9][S:10]([CH2:13][C:14]2[CH:19]=[CH:18][C:17]([S:20]([CH3:23])(=[O:22])=[O:21])=[CH:16][CH:15]=2)(=[O:12])=[O:11])[CH2:8][CH2:7][CH2:6][CH2:5][CH2:4]1)#[CH:2].O.S(=O)(=O)(O)[OH:26], predict the reaction product. The product is: [C:1]([C:3]1([NH:9][S:10]([CH2:13][C:14]2[CH:19]=[CH:18][C:17]([S:20]([CH3:23])(=[O:22])=[O:21])=[CH:16][CH:15]=2)(=[O:11])=[O:12])[CH2:8][CH2:7][CH2:6][CH2:5][CH2:4]1)(=[O:26])[CH3:2]. (6) Given the reactants [CH3:1][O:2][C:3](=[O:16])[C@@H:4]([NH2:15])[CH2:5][C:6]1[C:14]2[C:9](=[CH:10][CH:11]=[CH:12][CH:13]=2)[NH:8][CH:7]=1.[C:17]([O:21][C:22]([NH:24][CH2:25][CH2:26][CH2:27][CH2:28][C@H:29]([NH:33][C:34]([O:36][CH2:37][CH:38]1[C:50]2[CH:49]=[CH:48][CH:47]=[CH:46][C:45]=2[C:44]2[C:39]1=[CH:40][CH:41]=[CH:42][CH:43]=2)=[O:35])[C:30](O)=[O:31])=[O:23])([CH3:20])([CH3:19])[CH3:18].C1C2C(COC(=O)N[C@H](C(=O)NC3C=CC(C)=CC=3)CCCCNC(OC(C)(C)C)=O)C3C(=CC=CC=3)C=2C=CC=1, predict the reaction product. The product is: [CH3:1][O:2][C:3](=[O:16])[C@@H:4]([NH:15][C:30](=[O:31])[C@@H:29]([NH:33][C:34]([O:36][CH2:37][CH:38]1[C:39]2[CH:40]=[CH:41][CH:42]=[CH:43][C:44]=2[C:45]2[C:50]1=[CH:49][CH:48]=[CH:47][CH:46]=2)=[O:35])[CH2:28][CH2:27][CH2:26][CH2:25][NH:24][C:22]([O:21][C:17]([CH3:20])([CH3:19])[CH3:18])=[O:23])[CH2:5][C:6]1[C:14]2[C:9](=[CH:10][CH:11]=[CH:12][CH:13]=2)[NH:8][CH:7]=1. (7) Given the reactants [NH2:1][CH2:2][CH2:3][CH:4]1[CH2:8][CH2:7][CH2:6][N:5]1[CH3:9].C1(C)C=CC=CC=1.C([O:19][C:20](=O)[CH2:21][CH2:22][CH2:23][CH2:24][CH2:25][CH2:26][CH2:27][CH2:28][CH2:29][CH2:30][CH2:31][CH2:32][CH3:33])C.[OH-].[Na+], predict the reaction product. The product is: [CH3:9][N:5]1[CH2:6][CH2:7][CH2:8][CH:4]1[CH2:3][CH2:2][NH:1][C:20](=[O:19])[CH2:21][CH2:22][CH2:23][CH2:24][CH2:25][CH2:26][CH2:27][CH2:28][CH2:29][CH2:30][CH2:31][CH2:32][CH3:33].